From a dataset of Catalyst prediction with 721,799 reactions and 888 catalyst types from USPTO. Predict which catalyst facilitates the given reaction. Reactant: FC(F)(F)C([O-])=[O:4].FC1C=CC(C2C(C[P+](CCCC)(CCCC)CCCC)=C(C(C)C)N=C(N(C)S(C)(=O)=O)N=2)=CC=1.C[Si](C)(C)N[Si](C)(C)C.[Na].[Si:54]([O:61][C@H:62]1[CH2:67][C:66](=[O:68])[O:65][C@H:64]([CH:69]=[O:70])[CH2:63]1)([C:57]([CH3:60])([CH3:59])[CH3:58])([CH3:56])[CH3:55]. Product: [Si:54]([O:61][C@@H:62]1[CH2:63][C@@H:64]([CH:69]([OH:4])[OH:70])[O:65][C:66](=[O:68])[CH2:67]1)([C:57]([CH3:60])([CH3:59])[CH3:58])([CH3:56])[CH3:55]. The catalyst class is: 11.